Regression. Given two drug SMILES strings and cell line genomic features, predict the synergy score measuring deviation from expected non-interaction effect. From a dataset of NCI-60 drug combinations with 297,098 pairs across 59 cell lines. (1) Drug 1: CC12CCC(CC1=CCC3C2CCC4(C3CC=C4C5=CN=CC=C5)C)O. Drug 2: CC=C1C(=O)NC(C(=O)OC2CC(=O)NC(C(=O)NC(CSSCCC=C2)C(=O)N1)C(C)C)C(C)C. Cell line: SF-539. Synergy scores: CSS=40.3, Synergy_ZIP=-8.79, Synergy_Bliss=-14.6, Synergy_Loewe=-48.8, Synergy_HSA=-12.5. (2) Drug 1: C1=CC=C(C(=C1)C(C2=CC=C(C=C2)Cl)C(Cl)Cl)Cl. Drug 2: C1=NNC2=C1C(=O)NC=N2. Cell line: UO-31. Synergy scores: CSS=1.62, Synergy_ZIP=-0.0265, Synergy_Bliss=0.729, Synergy_Loewe=0.351, Synergy_HSA=0.469. (3) Drug 1: CS(=O)(=O)OCCCCOS(=O)(=O)C. Drug 2: CCN(CC)CCCC(C)NC1=C2C=C(C=CC2=NC3=C1C=CC(=C3)Cl)OC. Cell line: U251. Synergy scores: CSS=23.9, Synergy_ZIP=-8.47, Synergy_Bliss=-0.858, Synergy_Loewe=-2.57, Synergy_HSA=-0.0379. (4) Cell line: U251. Drug 2: CC1=C(C(=O)C2=C(C1=O)N3CC4C(C3(C2COC(=O)N)OC)N4)N. Synergy scores: CSS=37.7, Synergy_ZIP=1.35, Synergy_Bliss=-0.148, Synergy_Loewe=-2.86, Synergy_HSA=1.01. Drug 1: CCC1(CC2CC(C3=C(CCN(C2)C1)C4=CC=CC=C4N3)(C5=C(C=C6C(=C5)C78CCN9C7C(C=CC9)(C(C(C8N6C)(C(=O)OC)O)OC(=O)C)CC)OC)C(=O)OC)O.OS(=O)(=O)O. (5) Drug 1: CNC(=O)C1=CC=CC=C1SC2=CC3=C(C=C2)C(=NN3)C=CC4=CC=CC=N4. Drug 2: CC1OCC2C(O1)C(C(C(O2)OC3C4COC(=O)C4C(C5=CC6=C(C=C35)OCO6)C7=CC(=C(C(=C7)OC)O)OC)O)O. Cell line: RPMI-8226. Synergy scores: CSS=42.6, Synergy_ZIP=2.27, Synergy_Bliss=-0.855, Synergy_Loewe=-14.1, Synergy_HSA=-3.62.